Dataset: Human Reference Interactome with 51,813 positive PPI pairs across 8,248 proteins, plus equal number of experimentally-validated negative pairs. Task: Binary Classification. Given two protein amino acid sequences, predict whether they physically interact or not. (1) Protein 1 (ENSG00000139163) has sequence MANYIHVPPGSPEVPKLNVTVQDQEEHRCREGALSLLQHLRPHWDPQEVTLQLFTDGITNKLIGCYVGNTMEDVVLVRIYGNKTELLVDRDEEVKSFRVLQAHGCAPQLYCTFNNGLCYEFIQGEALDPKHVCNPAIFRLIARQLAKIHAIHAHNGWIPKSNLWLKMGKYFSLIPTGFADEDINKRFLSDIPSSQILQEEMTWMKEILSNLGSPVVLCHNDLLCKNIIYNEKQGDVQFIDYEYSGYNYLAYDIGNHFNEFAGVSDVDYSLYPDRELQSQWLRAYLEAYKEFKGFGTEVTE.... Protein 2 (ENSG00000186198) has sequence MEHSEGAPGDPAGTVVPQELLEEMLWFFRVEDASPWNHSILALAAVVVIISMVLLGRSIQASRKEKMQPPEKETPEVLHLDEAKDHNSLNNLRETLLSEKPNLAQVELELKERDVLSVFLPDVPETES*. Result: 1 (the proteins interact). (2) Protein 1 (ENSG00000118507) has sequence MLKKKQSNGYYHCESSIVIGEKNGGEPDDAELVRLSKRLVENAVLKAVQQYLEETQNKNKPGEGSSVKTEAADQNGNDNENNRK*MGQLCCFPFSRDEGKISEKNGGEPDDAELVRLSKRLVENAVLKAVQQYLEETQNKNKPGEGSSVKTEAADQNGNDNENNRK*MERPEAGGINSNECENVSRKKKMSEEFEANTMDSLVDMPFATVDIQDDCGITDEPQINLKRSQENEWVKSDQVKKRKKKRKDYQPNYFLSIPITNKEIIKGIKILQNAIIQQDERLAKAMVSDGSFHITLLVM.... Protein 2 (ENSG00000145491) has sequence MPLPDTMFCAQQIHIPPELPDILKQFTKAAIRTQPADVLRWSAGYFSALSRGDPLPVKDRMEMPTATQKTDTGLTQGLLKVLHKQCHHKRYVELTDLEQKWKNLCLPKEKFKALLQLDPCENKIKWINFLALGCSMLGGSLNTALKHLCEILTDDPEGGPARIPFKTFSYVYRYLARLDSDVSPLETESYLASLKENIDARKNGMIGLSDFFFPKRKLLESIENSEDVGH*. Result: 1 (the proteins interact). (3) Result: 0 (the proteins do not interact). Protein 2 (ENSG00000134363) has sequence MVRARHQPGGLCLLLLLLCQFMEDRSAQAGNCWLRQAKNGRCQVLYKTELSKEECCSTGRLSTSWTEEDVNDNTLFKWMIFNGGAPNCIPCKETCENVDCGPGKKCRMNKKNKPRCVCAPDCSNITWKGPVCGLDGKTYRNECALLKARCKEQPELEVQYQGRCKKTCRDVFCPGSSTCVVDQTNNAYCVTCNRICPEPASSEQYLCGNDGVTYSSACHLRKATCLLGRSIGLAYEGKCIKAKSCEDIQCTGGKKCLWDFKVGRGRCSLCDELCPDSKSDEPVCASDNATYASECAMKEA.... Protein 1 (ENSG00000109654) has sequence MHRSGRYGTQQQRAGSKTAGPPCQWSRMASEGTNIPSPVVRQIDKQFLICSICLERYKNPKVLPCLHTFCERCLQNYIPAHSLTLSCPVCRQTSILPEKGVAALQNNFFITNLMDVLQRTPGSNAEESSILETVTAVAAGKPLSCPNHDGNVMEFYCQSCETAMCRECTEGEHAEHPTVPLKDVVEQHKASLQVQLDAVNKRLPEIDSALQFISEIIHQLTNQKASIVDDIHSTFDELQKTLNVRKSVLLMELEVNYGLKHKVLQSQLDTLLQGQESIKSCSNFTAQALNHGTETEVLLV....